Task: Regression. Given two drug SMILES strings and cell line genomic features, predict the synergy score measuring deviation from expected non-interaction effect.. Dataset: NCI-60 drug combinations with 297,098 pairs across 59 cell lines (1) Drug 1: CS(=O)(=O)C1=CC(=C(C=C1)C(=O)NC2=CC(=C(C=C2)Cl)C3=CC=CC=N3)Cl. Drug 2: C1CC(=O)NC(=O)C1N2CC3=C(C2=O)C=CC=C3N. Cell line: CAKI-1. Synergy scores: CSS=-1.13, Synergy_ZIP=-2.83, Synergy_Bliss=-7.23, Synergy_Loewe=-6.26, Synergy_HSA=-6.01. (2) Drug 1: C1CN1P(=S)(N2CC2)N3CC3. Synergy scores: CSS=28.2, Synergy_ZIP=-6.96, Synergy_Bliss=-1.73, Synergy_Loewe=-23.3, Synergy_HSA=-0.683. Cell line: NCIH23. Drug 2: C1C(C(OC1N2C=C(C(=O)NC2=O)F)CO)O. (3) Drug 1: CC1=C(C=C(C=C1)NC2=NC=CC(=N2)N(C)C3=CC4=NN(C(=C4C=C3)C)C)S(=O)(=O)N.Cl. Drug 2: C1=NC(=NC(=O)N1C2C(C(C(O2)CO)O)O)N. Cell line: SR. Synergy scores: CSS=27.8, Synergy_ZIP=-0.458, Synergy_Bliss=1.50, Synergy_Loewe=-4.09, Synergy_HSA=4.96. (4) Drug 1: CN1CCC(CC1)COC2=C(C=C3C(=C2)N=CN=C3NC4=C(C=C(C=C4)Br)F)OC. Drug 2: CC1C(C(CC(O1)OC2CC(OC(C2O)C)OC3=CC4=CC5=C(C(=O)C(C(C5)C(C(=O)C(C(C)O)O)OC)OC6CC(C(C(O6)C)O)OC7CC(C(C(O7)C)O)OC8CC(C(C(O8)C)O)(C)O)C(=C4C(=C3C)O)O)O)O. Cell line: KM12. Synergy scores: CSS=5.41, Synergy_ZIP=34.4, Synergy_Bliss=27.1, Synergy_Loewe=24.3, Synergy_HSA=24.1. (5) Drug 1: C#CCC(CC1=CN=C2C(=N1)C(=NC(=N2)N)N)C3=CC=C(C=C3)C(=O)NC(CCC(=O)O)C(=O)O. Drug 2: C(CN)CNCCSP(=O)(O)O. Cell line: OVCAR-5. Synergy scores: CSS=-2.71, Synergy_ZIP=1.14, Synergy_Bliss=-0.0230, Synergy_Loewe=-3.68, Synergy_HSA=-3.09.